Dataset: Peptide-MHC class I binding affinity with 185,985 pairs from IEDB/IMGT. Task: Regression. Given a peptide amino acid sequence and an MHC pseudo amino acid sequence, predict their binding affinity value. This is MHC class I binding data. (1) The peptide sequence is VNNAEPGKR. The MHC is HLA-A11:01 with pseudo-sequence HLA-A11:01. The binding affinity (normalized) is 0.0641. (2) The peptide sequence is FSPWNEDYI. The MHC is H-2-Db with pseudo-sequence H-2-Db. The binding affinity (normalized) is 0.972.